From a dataset of Full USPTO retrosynthesis dataset with 1.9M reactions from patents (1976-2016). Predict the reactants needed to synthesize the given product. (1) The reactants are: [Cl:1][C:2]1[CH:3]=[CH:4][C:5]([N:13]2[CH:17]=[N:16][N:15]=[N:14]2)=[C:6](/[CH:8]=[CH:9]/[C:10]([OH:12])=[O:11])[CH:7]=1.[H-].[Na+].[CH3:20]OP(CC(OC)=O)(OC)=O.ClC1C=CC(N2C=NN=N2)=C(C=1)C=O.[Cl-].[NH4+]. Given the product [CH3:20][O:11][C:10](=[O:12])/[CH:9]=[CH:8]/[C:6]1[CH:7]=[C:2]([Cl:1])[CH:3]=[CH:4][C:5]=1[N:13]1[CH:17]=[N:16][N:15]=[N:14]1, predict the reactants needed to synthesize it. (2) Given the product [F:28][C:29]([F:34])([F:33])[C:30]([OH:32])=[O:31].[Cl:1][C:2]1[CH:27]=[N:26][C:5]2[O:6][C:7]([CH3:24])([CH3:25])[C:8](=[O:23])[N:9]([CH:10]3[CH2:11][CH2:12][NH:13][CH2:14][CH2:15]3)[C:4]=2[CH:3]=1, predict the reactants needed to synthesize it. The reactants are: [Cl:1][C:2]1[CH:27]=[N:26][C:5]2[O:6][C:7]([CH3:25])([CH3:24])[C:8](=[O:23])[N:9]([CH:10]3[CH2:15][CH2:14][N:13](C(OC(C)(C)C)=O)[CH2:12][CH2:11]3)[C:4]=2[CH:3]=1.[F:28][C:29]([F:34])([F:33])[C:30]([OH:32])=[O:31]. (3) The reactants are: [CH2:1]([O:8][C:9]1[CH:15]=[CH:14][C:12]([NH2:13])=[CH:11][CH:10]=1)[C:2]1[CH:7]=[CH:6][CH:5]=[CH:4][CH:3]=1.Cl[C:17]1[C:26]2[C:21](=[CH:22][CH:23]=[C:24]([C:27]3[O:28][C:29]([C:32]([F:35])([F:34])[F:33])=[N:30][N:31]=3)[CH:25]=2)[N:20]=[CH:19][N:18]=1. Given the product [CH2:1]([O:8][C:9]1[CH:10]=[CH:11][C:12]([NH:13][C:17]2[C:26]3[C:21](=[CH:22][CH:23]=[C:24]([C:27]4[O:28][C:29]([C:32]([F:35])([F:33])[F:34])=[N:30][N:31]=4)[CH:25]=3)[N:20]=[CH:19][N:18]=2)=[CH:14][CH:15]=1)[C:2]1[CH:3]=[CH:4][CH:5]=[CH:6][CH:7]=1, predict the reactants needed to synthesize it. (4) Given the product [CH3:1][O:2][C:3]1[CH:4]=[CH:5][C:6]([CH2:7][N:8]2[CH:17]=[C:16]3[C:10]([N:11]([CH2:22][C:23]4[CH:28]=[CH:27][N:26]=[CH:25][CH:24]=4)[CH2:12][CH2:13][CH2:14][C:15]3=[O:18])=[N:9]2)=[CH:19][CH:20]=1, predict the reactants needed to synthesize it. The reactants are: [CH3:1][O:2][C:3]1[CH:20]=[CH:19][C:6]([CH2:7][N:8]2[CH:17]=[C:16]3[C:10]([NH:11][CH2:12][CH2:13][CH2:14][C:15]3=[O:18])=[N:9]2)=[CH:5][CH:4]=1.Cl[CH2:22][C:23]1[CH:28]=[CH:27][N:26]=[CH:25][CH:24]=1.C([O-])([O-])=O.[K+].[K+].[Li+].[Br-]. (5) Given the product [CH3:3][O:4][C:5](=[O:24])[C:6]1[CH:11]=[CH:10][C:9]([O:12][C:13]2[CH:18]=[CH:17][C:16]([CH2:19][C@H:20]([NH:23][CH2:30][C@@H:29]([C:28]3[CH:32]=[CH:33][CH:34]=[C:26]([Cl:25])[CH:27]=3)[OH:31])[CH2:21][OH:22])=[CH:15][CH:14]=2)=[N:8][CH:7]=1, predict the reactants needed to synthesize it. The reactants are: Cl.Cl.[CH3:3][O:4][C:5](=[O:24])[C:6]1[CH:11]=[CH:10][C:9]([O:12][C:13]2[CH:18]=[CH:17][C:16]([CH2:19][C@H:20]([NH2:23])[CH2:21][OH:22])=[CH:15][CH:14]=2)=[N:8][CH:7]=1.[Cl:25][C:26]1[CH:27]=[C:28]([CH:32]=[CH:33][CH:34]=1)[C@H:29]1[O:31][CH2:30]1.C(N(CC)C(C)C)(C)C. (6) Given the product [F:1][C:2]([F:8])([F:7])[S:3]([O:9][C:10]1[CH:11]=[C:12]2[C:17](=[CH:18][CH:19]=1)[C:16](=[O:20])[NH:15][CH2:14][CH2:13]2)(=[O:5])=[O:4], predict the reactants needed to synthesize it. The reactants are: [F:1][C:2]([F:8])([F:7])[S:3](Cl)(=[O:5])=[O:4].[OH:9][C:10]1[CH:11]=[C:12]2[C:17](=[CH:18][CH:19]=1)[C:16](=[O:20])[NH:15][CH2:14][CH2:13]2.C(N(CC)CC)C.ClCCl. (7) Given the product [F:1][C:2]1[CH:3]=[CH:4][C:5]([C:8]2([C:14]([NH:17][CH2:18][CH2:19][CH2:20][N:21]3[CH2:26][CH2:25][CH:24]([C:27]4[CH:32]=[CH:31][CH:30]=[C:29]([NH:33][C:34](=[O:38])[CH:35]([CH3:36])[CH3:37])[CH:28]=4)[CH2:23][CH2:22]3)=[O:16])[CH2:9][CH2:10][CH2:11][CH2:12][CH2:13]2)=[CH:6][CH:7]=1, predict the reactants needed to synthesize it. The reactants are: [F:1][C:2]1[CH:7]=[CH:6][C:5]([C:8]2([C:14]([OH:16])=O)[CH2:13][CH2:12][CH2:11][CH2:10][CH2:9]2)=[CH:4][CH:3]=1.[NH2:17][CH2:18][CH2:19][CH2:20][N:21]1[CH2:26][CH2:25][CH:24]([C:27]2[CH:28]=[C:29]([NH:33][C:34](=[O:38])[CH:35]([CH3:37])[CH3:36])[CH:30]=[CH:31][CH:32]=2)[CH2:23][CH2:22]1.